From a dataset of Reaction yield outcomes from USPTO patents with 853,638 reactions. Predict the reaction yield, written as a fraction of the theoretical maximum amount of product (1.0 means a 100% yield; for example, 0.34 means a 34% yield). (1) The reactants are [CH2:1]([S:3][CH:4]([S:12][CH2:13][CH3:14])[C:5](F)([F:10])[C:6]([F:9])([F:8])[F:7])[CH3:2]. The catalyst is C(Cl)Cl.[OH-].[K+]. The product is [CH2:13]([S:12][C:4]([S:3][CH2:1][CH3:2])=[C:5]([F:10])[C:6]([F:7])([F:8])[F:9])[CH3:14]. The yield is 1.25. (2) The reactants are C([O:8][C:9]1[CH:21]=[CH:20][C:19]2[C:18]3[C:13](=[CH:14][C:15]([N:22]([CH3:25])[CH:23]=[O:24])=[CH:16][CH:17]=3)[N:12]([C:26]([O:28][C:29]([CH3:32])([CH3:31])[CH3:30])=[O:27])[C:11]=2[CH:10]=1)C1C=CC=CC=1. The catalyst is CO.[Pd]. The product is [OH:8][C:9]1[CH:21]=[CH:20][C:19]2[C:18]3[C:13](=[CH:14][C:15]([N:22]([CH3:25])[CH:23]=[O:24])=[CH:16][CH:17]=3)[N:12]([C:26]([O:28][C:29]([CH3:32])([CH3:31])[CH3:30])=[O:27])[C:11]=2[CH:10]=1. The yield is 1.00. (3) The reactants are [NH2:1][CH2:2][CH2:3][NH:4][C@@H:5]([C@@H:13]([CH3:16])[CH2:14][CH3:15])[C:6]([O:8][C:9]([CH3:12])([CH3:11])[CH3:10])=[O:7].[CH3:17][C:18]1[N:23]=[C:22]([CH:24]=O)[CH:21]=[CH:20][CH:19]=1.S([O-])([O-])(=O)=O.[Mg+2].[BH4-].[Na+].C1C(=O)N(OC(ON2C(=O)CCC2=O)=O)[C:36](=[O:37])C1.C(N(CC)CC)C. The catalyst is ClCCl.CO.ClCCCl. The product is [CH3:16][C@@H:13]([CH2:14][CH3:15])[C@H:5]([N:4]1[CH2:3][CH2:2][N:1]([CH2:24][C:22]2[CH:21]=[CH:20][CH:19]=[C:18]([CH3:17])[N:23]=2)[C:36]1=[O:37])[C:6]([O:8][C:9]([CH3:10])([CH3:11])[CH3:12])=[O:7]. The yield is 0.630. (4) The reactants are [CH2:1]([O:8][CH2:9][C:10]1([CH2:23][OH:24])[CH2:15][CH2:14][N:13]([C:16]([O:18][C:19]([CH3:22])([CH3:21])[CH3:20])=[O:17])[CH2:12][CH2:11]1)[C:2]1[CH:7]=[CH:6][CH:5]=[CH:4][CH:3]=1.[H-].[Na+].Br[CH2:28][CH:29]1[CH2:32][CH2:31][CH2:30]1. The catalyst is CN(C)C=O. The product is [CH2:1]([O:8][CH2:9][C:10]1([CH2:23][O:24][CH2:28][CH:29]2[CH2:32][CH2:31][CH2:30]2)[CH2:11][CH2:12][N:13]([C:16]([O:18][C:19]([CH3:20])([CH3:21])[CH3:22])=[O:17])[CH2:14][CH2:15]1)[C:2]1[CH:7]=[CH:6][CH:5]=[CH:4][CH:3]=1. The yield is 0.110. (5) The reactants are Cl.[O:2]=[C:3]1[NH:12][C:11]2[N:10]=[CH:9][C:8](/[CH:13]=[CH:14]/[C:15]([OH:17])=O)=[CH:7][C:6]=2[CH2:5][CH2:4]1.Cl.[NH:19]1[CH2:23][CH2:22][CH:21]([O:24][C:25]2[CH:26]=[N:27][CH:28]=[CH:29][CH:30]=2)[CH2:20]1.CCN(C(C)C)C(C)C.CN(C(ON1N=NC2C=CC=NC1=2)=[N+](C)C)C.F[P-](F)(F)(F)(F)F. The product is [O:17]=[C:15]([N:19]1[CH2:23][CH2:22][CH:21]([O:24][C:25]2[CH:26]=[N:27][CH:28]=[CH:29][CH:30]=2)[CH2:20]1)/[CH:14]=[CH:13]/[C:8]1[CH:7]=[C:6]2[C:11](=[N:10][CH:9]=1)[NH:12][C:3](=[O:2])[CH2:4][CH2:5]2. The yield is 0.130. The catalyst is CN(C=O)C. (6) The reactants are [OH:1][CH2:2][CH2:3][C:4]1([NH:7][C:8](=[O:14])[O:9][C:10]([CH3:13])([CH3:12])[CH3:11])[CH2:6][CH2:5]1.C(Cl)Cl.[OH2:18].CC#N. The catalyst is O. The product is [C:10]([O:9][C:8]([NH:7][C:4]1([CH2:3][C:2]([OH:18])=[O:1])[CH2:5][CH2:6]1)=[O:14])([CH3:11])([CH3:13])[CH3:12]. The yield is 0.900. (7) The reactants are Cl.[CH3:2][N:3]1[C:11]2[C:6](=[N:7][C:8]([C@@H:18]([NH2:20])[CH3:19])=[C:9]([C:12]3[CH:17]=[CH:16][CH:15]=[CH:14][N:13]=3)[CH:10]=2)[CH:5]=[CH:4]1.[NH2:21][C:22]1[N:27]=[C:26](Cl)[C:25]([C:29]#[N:30])=[C:24]([CH3:31])[N:23]=1.C(N(C(C)C)C(C)C)C. The catalyst is C(#N)C. The product is [NH2:21][C:22]1[N:23]=[C:24]([CH3:31])[C:25]([C:29]#[N:30])=[C:26]([NH:20][C@H:18]([C:8]2[N:7]=[C:6]3[CH:5]=[CH:4][N:3]([CH3:2])[C:11]3=[CH:10][C:9]=2[C:12]2[CH:17]=[CH:16][CH:15]=[CH:14][N:13]=2)[CH3:19])[N:27]=1. The yield is 0.290.